Dataset: Forward reaction prediction with 1.9M reactions from USPTO patents (1976-2016). Task: Predict the product of the given reaction. (1) Given the reactants [CH3:1][O:2][C:3](=[O:16])[CH2:4][C:5]1[NH:6][C:7](=[O:15])[CH:8]=[CH:9][C:10]=1[C:11]([O:13][CH3:14])=[O:12].CS(O[CH2:22][CH2:23][CH2:24][CH:25]1[CH2:30][CH2:29][N:28]([C:31]2[N:36]=[CH:35][C:34]([CH2:37][CH3:38])=[CH:33][N:32]=2)[CH2:27][CH2:26]1)(=O)=O.C([O-])([O-])=O.[Cs+].[Cs+], predict the reaction product. The product is: [CH2:37]([C:34]1[CH:33]=[N:32][C:31]([N:28]2[CH2:29][CH2:30][CH:25]([CH2:24][CH2:23][CH2:22][O:15][C:7]3[CH:8]=[CH:9][C:10]([C:11]([O:13][CH3:14])=[O:12])=[C:5]([CH2:4][C:3]([O:2][CH3:1])=[O:16])[N:6]=3)[CH2:26][CH2:27]2)=[N:36][CH:35]=1)[CH3:38]. (2) Given the reactants [Br:1][C:2]1[CH:3]=[C:4]([CH3:12])[C:5]2[N:9]=[C:8]([CH3:10])[NH:7][C:6]=2[CH:11]=1.CS(O[CH2:18][C:19]1[CH:24]=[CH:23][C:22]([O:25][CH2:26][CH3:27])=[CH:21][C:20]=1[CH3:28])(=O)=O, predict the reaction product. The product is: [Br:1][C:2]1[CH:3]=[C:4]([CH3:12])[C:5]2[N:9]=[C:8]([CH3:10])[N:7]([CH2:18][C:19]3[CH:24]=[CH:23][C:22]([O:25][CH2:26][CH3:27])=[CH:21][C:20]=3[CH3:28])[C:6]=2[CH:11]=1. (3) Given the reactants [OH:1][C:2]1[C:7]([N+:8]([O-:10])=[O:9])=[CH:6][C:5]([C:11]([C:13]2[C:14]([C:19]([F:22])([F:21])[F:20])=[N:15][CH:16]=[CH:17][CH:18]=2)=[O:12])=[CH:4][C:3]=1[O:23]C.[Cl-].[Al+3].[Cl-].[Cl-].N1C=CC=CC=1.Cl, predict the reaction product. The product is: [OH:23][C:3]1[CH:4]=[C:5]([C:11]([C:13]2[C:14]([C:19]([F:22])([F:20])[F:21])=[N:15][CH:16]=[CH:17][CH:18]=2)=[O:12])[CH:6]=[C:7]([N+:8]([O-:10])=[O:9])[C:2]=1[OH:1]. (4) Given the reactants [CH3:1][C:2]1[CH:7]=[C:6]([CH3:8])[CH:5]=[CH:4][C:3]=1[CH:9]1[NH:14][CH2:13][CH2:12][N:11]2[C:15](=[O:18])[CH2:16][CH2:17][CH:10]12.[CH3:19][C:20]([O:23][C:24](O[C:24]([O:23][C:20]([CH3:22])([CH3:21])[CH3:19])=[O:25])=[O:25])([CH3:22])[CH3:21].CN(C)CCN.[NH4+].[Cl-], predict the reaction product. The product is: [CH3:1][C:2]1[CH:7]=[C:6]([CH3:8])[CH:5]=[CH:4][C:3]=1[CH:9]1[N:14]([C:24]([O:23][C:20]([CH3:22])([CH3:21])[CH3:19])=[O:25])[CH2:13][CH2:12][N:11]2[C:15](=[O:18])[CH2:16][CH2:17][CH:10]12.